This data is from Full USPTO retrosynthesis dataset with 1.9M reactions from patents (1976-2016). The task is: Predict the reactants needed to synthesize the given product. (1) Given the product [NH2:1][C:2]1[C:7]([S:8]([NH:11][C@@H:12]2[CH2:16][CH2:15][N:14]([CH3:17])[CH2:13]2)(=[O:10])=[O:9])=[CH:6][C:5]([C:38]2[CH:39]=[CH:40][C:34]3[O:33][CH2:32][CH2:31][N:30]([C:23]4[C:22]5[CH2:21][C:20]([CH3:19])([CH3:44])[CH2:29][CH2:28][C:27]=5[N:26]=[CH:25][N:24]=4)[CH2:36][C:35]=3[CH:37]=2)=[CH:4][N:3]=1, predict the reactants needed to synthesize it. The reactants are: [NH2:1][C:2]1[C:7]([S:8]([NH:11][C@@H:12]2[CH2:16][CH2:15][N:14]([CH3:17])[CH2:13]2)(=[O:10])=[O:9])=[CH:6][C:5](Br)=[CH:4][N:3]=1.[CH3:19][C:20]1([CH3:44])[CH2:29][CH2:28][C:27]2[N:26]=[CH:25][N:24]=[C:23]([N:30]3[CH2:36][C:35]4[CH:37]=[C:38](B(O)O)[CH:39]=[CH:40][C:34]=4[O:33][CH2:32][CH2:31]3)[C:22]=2[CH2:21]1. (2) Given the product [Cl:37][C:38]1[CH:39]=[C:40]2[C:44](=[CH:45][CH:46]=1)[NH:43][C:42]([CH:47]=[CH:2][CH2:3][CH2:4][CH2:5][CH2:6][CH3:7])=[CH:41]2, predict the reactants needed to synthesize it. The reactants are: [Br-].[CH2:2]([P+](C1C=CC=CC=1)(C1C=CC=CC=1)C1C=CC=CC=1)[CH2:3][CH2:4][CH2:5][CH2:6][CH3:7].[Li+].C[Si]([N-][Si](C)(C)C)(C)C.[Cl:37][C:38]1[CH:39]=[C:40]2[C:44](=[CH:45][CH:46]=1)[NH:43][C:42]([CH:47]=O)=[CH:41]2. (3) Given the product [C:5]([Cl:3])(=[O:16])[CH:6]=[CH:7][CH2:8][CH2:9][CH2:10][CH2:11][CH2:12][CH2:13][CH3:14], predict the reactants needed to synthesize it. The reactants are: S(Cl)([Cl:3])=O.[C:5]([OH:16])(=O)/[CH:6]=[CH:7]/[CH2:8][CH2:9][CH2:10][CH2:11][CH2:12][CH2:13][CH3:14].